Dataset: Full USPTO retrosynthesis dataset with 1.9M reactions from patents (1976-2016). Task: Predict the reactants needed to synthesize the given product. Given the product [CH:13]1([CH2:16][O:17][C:18]2[CH:23]=[CH:22][C:21]([S:24]([CH2:27][CH3:28])(=[O:26])=[O:25])=[CH:20][C:19]=2[C:2]2[C:3]3[CH:12]=[CH:11][O:10][C:4]=3[C:5](=[O:9])[N:6]([CH3:8])[CH:7]=2)[CH2:14][CH2:15]1, predict the reactants needed to synthesize it. The reactants are: Br[C:2]1[C:3]2[CH:12]=[CH:11][O:10][C:4]=2[C:5](=[O:9])[N:6]([CH3:8])[CH:7]=1.[CH:13]1([CH2:16][O:17][C:18]2[CH:23]=[CH:22][C:21]([S:24]([CH2:27][CH3:28])(=[O:26])=[O:25])=[CH:20][C:19]=2B2OC(C)(C)C(C)(C)O2)[CH2:15][CH2:14]1.C([O-])(O)=O.[Na+].